From a dataset of Reaction yield outcomes from USPTO patents with 853,638 reactions. Predict the reaction yield, written as a fraction of the theoretical maximum amount of product (1.0 means a 100% yield; for example, 0.34 means a 34% yield). (1) The reactants are [C:1]([O:5][C:6]([N:8]1[CH2:14][CH2:13][C:12](=[O:15])[N:11]([CH2:16][CH2:17][CH2:18][O:19]CC2C=CC=CC=2)[CH2:10][C@H:9]1[CH3:27])=[O:7])([CH3:4])([CH3:3])[CH3:2]. The catalyst is CO.[Pd]. The product is [C:1]([O:5][C:6]([N:8]1[CH2:14][CH2:13][C:12](=[O:15])[N:11]([CH2:16][CH2:17][CH2:18][OH:19])[CH2:10][C@H:9]1[CH3:27])=[O:7])([CH3:4])([CH3:3])[CH3:2]. The yield is 0.980. (2) The reactants are Cl.[NH2:2][CH2:3][C:4]1[CH:12]=[CH:11][CH:10]=[C:9]2[C:5]=1[C:6](=[O:22])[N:7]([CH:14]1[CH2:19][CH2:18][C:17](=[O:20])[NH:16][C:15]1=[O:21])[C:8]2=[O:13].C(N(C(C)C)CC)(C)C.[C:32]1([CH3:41])[CH:37]=[CH:36][C:35]([C:38](Cl)=[O:39])=[CH:34][CH:33]=1. The catalyst is C(Cl)Cl. The product is [O:21]=[C:15]1[CH:14]([N:7]2[C:6](=[O:22])[C:5]3[C:9](=[CH:10][CH:11]=[CH:12][C:4]=3[CH2:3][NH:2][C:38](=[O:39])[C:35]3[CH:36]=[CH:37][C:32]([CH3:41])=[CH:33][CH:34]=3)[C:8]2=[O:13])[CH2:19][CH2:18][C:17](=[O:20])[NH:16]1. The yield is 0.610. (3) The yield is 0.620. The product is [Br:29][C:8]1[C:7](=[O:13])[N:6]([CH2:14][C:15]2[CH:16]=[CH:17][C:18]([C:21]3[C:22]([C:27]#[N:28])=[CH:23][CH:24]=[CH:25][CH:26]=3)=[CH:19][CH:20]=2)[C:5]([CH2:1][CH2:2][CH2:3][CH3:4])=[N:10][C:9]=1[CH2:11][CH3:12]. The catalyst is C(O)(=O)C.C(OCC)(=O)C. The reactants are [CH2:1]([C:5]1[N:6]([CH2:14][C:15]2[CH:20]=[CH:19][C:18]([C:21]3[C:22]([C:27]#[N:28])=[CH:23][CH:24]=[CH:25][CH:26]=3)=[CH:17][CH:16]=2)[C:7](=[O:13])[CH:8]=[C:9]([CH2:11][CH3:12])[N:10]=1)[CH2:2][CH2:3][CH3:4].[Br:29]Br. (4) The reactants are [NH2:1][C:2](=[O:33])[C@@H:3]([NH:5][C:6]1[N:11]=[C:10]([C:12]2[CH:17]=[CH:16][C:15]([O:18][C:19]3[CH:24]=[CH:23][C:22]([F:25])=[CH:21][CH:20]=3)=[CH:14][CH:13]=2)[N:9]=[C:8]([C:26]([O:28]C(C)(C)C)=[O:27])[CH:7]=1)[CH3:4].C(O)(C(F)(F)F)=O. The catalyst is C(Cl)Cl. The product is [NH2:1][C:2](=[O:33])[C@@H:3]([NH:5][C:6]1[N:11]=[C:10]([C:12]2[CH:17]=[CH:16][C:15]([O:18][C:19]3[CH:24]=[CH:23][C:22]([F:25])=[CH:21][CH:20]=3)=[CH:14][CH:13]=2)[N:9]=[C:8]([C:26]([OH:28])=[O:27])[CH:7]=1)[CH3:4]. The yield is 0.920. (5) The reactants are [F:1][C:2]1[C:3]([NH:18][C:19]2[CH:24]=[CH:23][C:22](I)=[CH:21][C:20]=2[F:26])=[C:4]([C:9]2[O:13][C:12]([NH:14][CH2:15][CH2:16][OH:17])=[N:11][N:10]=2)[CH:5]=[CH:6][C:7]=1[F:8].[CH2:27](N(CC)CC)[CH3:28].C([Si](C)(C)C)#C.[F-].[Cs+]. The catalyst is O1CCCC1.Cl[Pd](Cl)([P](C1C=CC=CC=1)(C1C=CC=CC=1)C1C=CC=CC=1)[P](C1C=CC=CC=1)(C1C=CC=CC=1)C1C=CC=CC=1.C(Cl)(Cl)Cl. The product is [C:27]([C:22]1[CH:23]=[CH:24][C:19]([NH:18][C:3]2[C:2]([F:1])=[C:7]([F:8])[CH:6]=[CH:5][C:4]=2[C:9]2[O:13][C:12]([NH:14][CH2:15][CH2:16][OH:17])=[N:11][N:10]=2)=[C:20]([F:26])[CH:21]=1)#[CH:28]. The yield is 0.654. (6) The reactants are Br[C:2]1[CH:3]=[CH:4][CH:5]=[C:6]2[C:11]=1[N:10]=[C:9]([O:12][C:13]1[CH:18]=[CH:17][CH:16]=[CH:15][CH:14]=1)[C:8]([CH3:19])=[CH:7]2.C([Sn](CCCC)(CCCC)[C:25]([O:27]CC)=[CH2:26])CCC. The catalyst is C1(C)C=CC=CC=1.C1C=CC([P]([Pd]([P](C2C=CC=CC=2)(C2C=CC=CC=2)C2C=CC=CC=2)([P](C2C=CC=CC=2)(C2C=CC=CC=2)C2C=CC=CC=2)[P](C2C=CC=CC=2)(C2C=CC=CC=2)C2C=CC=CC=2)(C2C=CC=CC=2)C2C=CC=CC=2)=CC=1. The product is [CH3:19][C:8]1[C:9]([O:12][C:13]2[CH:18]=[CH:17][CH:16]=[CH:15][CH:14]=2)=[N:10][C:11]2[C:6]([CH:7]=1)=[CH:5][CH:4]=[CH:3][C:2]=2[C:25](=[O:27])[CH3:26]. The yield is 0.730.